Dataset: Full USPTO retrosynthesis dataset with 1.9M reactions from patents (1976-2016). Task: Predict the reactants needed to synthesize the given product. (1) Given the product [Cl:1][C:2]1[CH:3]=[C:4]([CH:7]=[CH:8][C:9]=1[Cl:10])[CH2:5][NH:15][CH2:11][CH2:12][CH2:13][CH3:14], predict the reactants needed to synthesize it. The reactants are: [Cl:1][C:2]1[CH:3]=[C:4]([CH:7]=[CH:8][C:9]=1[Cl:10])[CH:5]=O.[CH2:11]([NH2:15])[CH2:12][CH2:13][CH3:14]. (2) Given the product [CH3:18][C:19]([CH2:20][C:21]([CH2:22][C:24]([OH:34])=[O:25])=[O:26])=[O:28], predict the reactants needed to synthesize it. The reactants are: C1C(CCC(C2C(O)=CC(O)=CC=2O[C@@H:18]2O[C@H:22]([CH2:24][OH:25])[C@@H:21]([OH:26])[C@H:20](O)[C@H:19]2[OH:28])=O)=CC=C(O)C=1.C([O-])(=[O:34])C.[Na+]. (3) Given the product [OH:4][CH2:3][C:2]([NH:1][S:17]([C:13]1[S:12][C:11]([NH:10][C:7](=[O:9])[CH3:8])=[N:15][C:14]=1[CH3:16])(=[O:18])=[O:19])([CH3:6])[CH3:5], predict the reactants needed to synthesize it. The reactants are: [NH2:1][C:2]([CH3:6])([CH3:5])[CH2:3][OH:4].[C:7]([NH:10][C:11]1[S:12][C:13]([S:17](Cl)(=[O:19])=[O:18])=[C:14]([CH3:16])[N:15]=1)(=[O:9])[CH3:8].C(N(CC)CC)C.O. (4) Given the product [O:10]=[C:2]1[C:3](=[C:27]2[C:35]3[C:30](=[CH:31][C:32]([C:36]([OH:38])=[O:37])=[CH:33][CH:34]=3)[CH2:29][O:28]2)[C:4]2[C:9](=[CH:8][CH:7]=[CH:6][CH:5]=2)[NH:1]1, predict the reactants needed to synthesize it. The reactants are: [NH:1]1[C:9]2[C:4](=[CH:5][CH:6]=[CH:7][CH:8]=2)[CH2:3][C:2]1=[O:10].[Li+].C[Si]([N-][Si](C)(C)C)(C)C.C1COCC1.O=[C:27]1[C:35]2[C:30](=[CH:31][C:32]([C:36]([OH:38])=[O:37])=[CH:33][CH:34]=2)[CH2:29][O:28]1.Cl. (5) Given the product [C:19]1([C:24]2[CH:25]=[CH:26][CH:27]=[CH:28][CH:29]=2)[CH:20]=[CH:21][CH:22]=[CH:23][C:18]=1[O:17][C:10](=[O:11])[O:9][C@@H:3]1[CH:4]2[CH2:5][CH2:6][N:1]([CH2:8][CH2:7]2)[CH2:2]1, predict the reactants needed to synthesize it. The reactants are: [N:1]12[CH2:8][CH2:7][CH:4]([CH2:5][CH2:6]1)[C@@H:3]([O:9][C:10](N1C=CN=C1)=[O:11])[CH2:2]2.[OH:17][C:18]1[CH:23]=[CH:22][CH:21]=[CH:20][C:19]=1[C:24]1[CH:29]=[CH:28][CH:27]=[CH:26][CH:25]=1. (6) Given the product [Cl:37][C:29]1[CH:30]=[CH:31][C:32]2[CH:33]=[CH:34][O:35][C:36]=2[C:28]=1[NH:27][C:21]1[C:20]2[C:25](=[CH:26][C:17]([O:16][CH2:15][CH2:14][CH:11]3[CH2:12][CH2:13][NH:8][CH2:9][CH2:10]3)=[C:18]([O:38][CH3:39])[CH:19]=2)[N:24]=[CH:23][N:22]=1, predict the reactants needed to synthesize it. The reactants are: C(OC([N:8]1[CH2:13][CH2:12][CH:11]([CH2:14][CH2:15][O:16][C:17]2[CH:26]=[C:25]3[C:20]([C:21]([NH:27][C:28]4[C:36]5[O:35][CH:34]=[CH:33][C:32]=5[CH:31]=[CH:30][C:29]=4[Cl:37])=[N:22][CH:23]=[N:24]3)=[CH:19][C:18]=2[O:38][CH3:39])[CH2:10][CH2:9]1)=O)(C)(C)C.FC(F)(F)C(O)=O. (7) The reactants are: [CH2:1]([O:3][C:4](=[O:31])[C:5]1[CH:10]=[CH:9][C:8]([N:11]2[C:19]3[C:14](=[CH:15][C:16]([O:21]CC4C=CC=CC=4)=[C:17]([Cl:20])[CH:18]=3)[C:13]([C:29]#[N:30])=[CH:12]2)=[CH:7][CH:6]=1)[CH3:2].B(Br)(Br)Br.O. Given the product [CH2:1]([O:3][C:4](=[O:31])[C:5]1[CH:6]=[CH:7][C:8]([N:11]2[C:19]3[C:14](=[CH:15][C:16]([OH:21])=[C:17]([Cl:20])[CH:18]=3)[C:13]([C:29]#[N:30])=[CH:12]2)=[CH:9][CH:10]=1)[CH3:2], predict the reactants needed to synthesize it. (8) Given the product [NH2:1][C:2]1[C:17]([CH3:18])=[CH:16][C:15]([C:21]#[N:22])=[CH:14][C:3]=1[C:4]([O:6][CH2:7][C:8]1[CH:13]=[CH:12][CH:11]=[CH:10][CH:9]=1)=[O:5], predict the reactants needed to synthesize it. The reactants are: [NH2:1][C:2]1[C:17]([CH3:18])=[CH:16][C:15](Br)=[CH:14][C:3]=1[C:4]([O:6][CH2:7][C:8]1[CH:13]=[CH:12][CH:11]=[CH:10][CH:9]=1)=[O:5].[Cu](C#N)[C:21]#[N:22]. (9) Given the product [OH2:2].[OH2:2].[OH2:2].[OH2:2].[OH2:2].[OH2:2].[OH2:2].[OH2:2].[OH2:2].[OH2:2].[S:1]([O-:5])([O-:4])(=[O:3])=[O:2].[Na+:6].[Na+:6], predict the reactants needed to synthesize it. The reactants are: [S:1]([O-:5])([O-:4])(=[O:3])=[O:2].[Na+:6].[Na+]. (10) Given the product [OH:42][C:23]1[C:24]2[CH:25]=[CH:26][CH:27]=[C:18]([S:15]([N:12]3[CH2:13][CH2:14][CH:10]([NH:8][CH3:9])[CH2:11]3)(=[O:17])=[O:16])[C:19]=2[C:20]([F:29])=[CH:21][N:22]=1.[ClH:28], predict the reactants needed to synthesize it. The reactants are: C(OC([N:8]([CH:10]1[CH2:14][CH2:13][N:12]([S:15]([C:18]2[C:19]3[C:20]([F:29])=[CH:21][N:22]=[C:23]([Cl:28])[C:24]=3[CH:25]=[CH:26][CH:27]=2)(=[O:17])=[O:16])[CH2:11]1)[CH3:9])=O)(C)(C)C.ClC1C2C=CC=C(S(Cl)(=O)=[O:42])C=2C(F)=CN=1.C(OC(N(C1CCNC1)C)=O)(C)(C)C.ClC1C2C=CC=C(S(Cl)(=O)=O)C=2C(Br)=CN=1.C(OC(N([C@H]1CCNC1)C)=O)(C)(C)C.